From a dataset of Catalyst prediction with 721,799 reactions and 888 catalyst types from USPTO. Predict which catalyst facilitates the given reaction. (1) Reactant: C[O:2][C:3]1[C:8]([CH3:9])=[CH:7][C:6]([N+:10]([O-:12])=[O:11])=[C:5]([CH3:13])[N:4]=1. Product: [CH3:9][C:8]1[C:3]([OH:2])=[N:4][C:5]([CH3:13])=[C:6]([N+:10]([O-:12])=[O:11])[CH:7]=1. The catalyst class is: 33. (2) Reactant: [CH2:1]([N:8]1[C:13](=[O:14])[C:12]([Cl:15])=[C:11](Cl)[CH:10]=[N:9]1)[C:2]1[CH:7]=[CH:6][CH:5]=[CH:4][CH:3]=1.[CH3:17][O-:18].[Na+]. Product: [CH2:1]([N:8]1[C:13](=[O:14])[C:12]([Cl:15])=[C:11]([O:18][CH3:17])[CH:10]=[N:9]1)[C:2]1[CH:7]=[CH:6][CH:5]=[CH:4][CH:3]=1. The catalyst class is: 100. (3) Reactant: [F:1][C:2]1[CH:25]=[CH:24][C:5]([CH2:6][N:7]2[C:15]3[C:10](=[CH:11][C:12]([C:16]([O:18][CH2:19][CH3:20])=[O:17])=[CH:13][CH:14]=3)[C:9]([S:21][CH3:22])=[C:8]2[CH3:23])=[CH:4][CH:3]=1.ClC1C=CC=C(C(OO)=[O:34])C=1.C(=O)(O)[O-].[Na+]. Product: [F:1][C:2]1[CH:3]=[CH:4][C:5]([CH2:6][N:7]2[C:15]3[C:10](=[CH:11][C:12]([C:16]([O:18][CH2:19][CH3:20])=[O:17])=[CH:13][CH:14]=3)[C:9]([S:21]([CH3:22])=[O:34])=[C:8]2[CH3:23])=[CH:24][CH:25]=1. The catalyst class is: 22. (4) Reactant: [CH2:1]([C:3]1[CH:8]=[CH:7][CH:6]=[C:5]([CH2:9][CH3:10])[C:4]=1[C:11]1[N:16]=[C:15]([O:17][CH3:18])[C:14]([C:19](O)([CH2:23][CH2:24][CH3:25])[CH2:20][CH2:21][CH3:22])=[C:13]([CH3:27])[N:12]=1)[CH3:2].O=S(Cl)Cl. Product: [CH2:9]([C:5]1[CH:6]=[CH:7][CH:8]=[C:3]([CH2:1][CH3:2])[C:4]=1[C:11]1[N:16]=[C:15]([O:17][CH3:18])[C:14]([C:19]([CH2:23][CH2:24][CH3:25])=[CH:20][CH2:21][CH3:22])=[C:13]([CH3:27])[N:12]=1)[CH3:10]. The catalyst class is: 17. (5) Reactant: [Br:1][C:2]1[CH:3]=[CH:4][C:5](/[N:22]=[CH:23]/[CH2:24][N+:25]([O-:27])=[O:26])=[C:6]([C:8](=O)[CH2:9][C:10]2[CH:15]=[CH:14][C:13]([C:16]([CH3:20])([CH3:19])[C:17]#[N:18])=[CH:12][CH:11]=2)[CH:7]=1.CC([O-])=O.[K+]. Product: [Br:1][C:2]1[CH:7]=[C:6]2[C:5](=[CH:4][CH:3]=1)[N:22]=[CH:23][C:24]([N+:25]([O-:27])=[O:26])=[C:8]2[CH2:9][C:10]1[CH:15]=[CH:14][C:13]([C:16]([CH3:20])([CH3:19])[C:17]#[N:18])=[CH:12][CH:11]=1. The catalyst class is: 14. (6) Reactant: O.[NH2:2][NH2:3].[C:4]([N:11]1[CH2:16][CH2:15][C:14](=O)[CH2:13][CH2:12]1)([O:6][C:7]([CH3:10])([CH3:9])[CH3:8])=[O:5].CO.[BH4-].[Na+]. Product: [C:7]([O:6][C:4]([N:11]1[CH2:16][CH2:15][CH:14]([NH:2][NH2:3])[CH2:13][CH2:12]1)=[O:5])([CH3:10])([CH3:9])[CH3:8]. The catalyst class is: 8. (7) Reactant: C[CH2:2][O-:3].[Na+].[H-].[Na+].C(=O)(OCC)OCC.[C:15]([N:22]1[CH2:27][CH2:26][NH:25][C@H:24]([CH2:28][OH:29])[CH2:23]1)([O:17][C:18]([CH3:21])([CH3:20])[CH3:19])=[O:16]. Product: [O:3]=[C:2]1[N:25]2[CH2:26][CH2:27][N:22]([C:15]([O:17][C:18]([CH3:21])([CH3:20])[CH3:19])=[O:16])[CH2:23][C@H:24]2[CH2:28][O:29]1. The catalyst class is: 14. (8) Reactant: C([O:8][C:9]1[CH:10]=[C:11]2[C:16](=[CH:17][CH:18]=1)[C:15]([C:19]([O:21][CH3:22])=[O:20])=[CH:14][CH:13]=[C:12]2[N:23](CC1C=CC=CC=1)CC1C=CC=CC=1)C1C=CC=CC=1. Product: [NH2:23][C:12]1[C:11]2[C:16](=[CH:17][CH:18]=[C:9]([OH:8])[CH:10]=2)[C:15]([C:19]([O:21][CH3:22])=[O:20])=[CH:14][CH:13]=1. The catalyst class is: 19. (9) Reactant: CO[C:3](=[O:30])[C:4]1[CH:9]=[CH:8][C:7]([NH:10][C:11]2[N:12]=[CH:13][C:14]3[CH:19]=[C:18]([C:20](=[O:24])[N:21]([CH3:23])[CH3:22])[N:17]([CH:25]4[CH2:29][CH2:28][CH2:27][CH2:26]4)[C:15]=3[N:16]=2)=[N:6][CH:5]=1.[NH:31]1[CH2:36][CH2:35][CH:34]([OH:37])[CH2:33][CH2:32]1.C([Mg]Cl)(C)C. Product: [CH3:23][N:21]([CH3:22])[C:20]([C:18]1[N:17]([CH:25]2[CH2:26][CH2:27][CH2:28][CH2:29]2)[C:15]2[N:16]=[C:11]([NH:10][C:7]3[CH:8]=[CH:9][C:4]([C:3]([N:31]4[CH2:36][CH2:35][CH:34]([OH:37])[CH2:33][CH2:32]4)=[O:30])=[CH:5][N:6]=3)[N:12]=[CH:13][C:14]=2[CH:19]=1)=[O:24]. The catalyst class is: 2. (10) Product: [CH2:20]([O:1][C:2]1[CH:9]=[CH:8][C:5]([CH:6]=[O:7])=[CH:4][CH:3]=1)[CH2:19][CH:18]=[CH2:17]. Reactant: [OH:1][C:2]1[CH:9]=[CH:8][C:5]([CH:6]=[O:7])=[CH:4][CH:3]=1.C(=O)([O-])[O-].[K+].[K+].Br[CH2:17][CH2:18][CH:19]=[CH2:20].O. The catalyst class is: 3.